This data is from Forward reaction prediction with 1.9M reactions from USPTO patents (1976-2016). The task is: Predict the product of the given reaction. (1) Given the reactants FC1C(C)=CC(O)=C(C=1)C=O.C([O-])([O-])=O.[Cs+].[Cs+].BrCC#N.[F:22][C:23]1[C:32]([CH3:33])=[CH:31][C:26]([O:27][CH2:28][C:29]#[N:30])=[C:25]([CH:34]=O)[CH:24]=1, predict the reaction product. The product is: [F:22][C:23]1[C:32]([CH3:33])=[CH:31][C:26]2[O:27][C:28]([C:29]#[N:30])=[CH:34][C:25]=2[CH:24]=1. (2) Given the reactants [Cl:1][C:2]1[CH:3]=[CH:4][C:5]([C:8]([OH:10])=O)=[N:6][CH:7]=1.[C:11]([NH2:15])([CH3:14])([CH3:13])[CH3:12], predict the reaction product. The product is: [C:11]([NH:15][C:8]([C:5]1[CH:4]=[CH:3][C:2]([Cl:1])=[CH:7][N:6]=1)=[O:10])([CH3:14])([CH3:13])[CH3:12]. (3) Given the reactants Br[C:2]1[C:3]([NH:9][C:10]2[CH:15]=[CH:14][CH:13]=[C:12]([C:16]([F:19])([F:18])[F:17])[CH:11]=2)=[N:4][C:5]([NH2:8])=[N:6][CH:7]=1.C1(P(C2C=CC=CC=2)C2C=CC=CC=2)C=CC=CC=1, predict the reaction product. The product is: [F:17][C:16]([F:19])([F:18])[C:12]1[CH:11]=[C:10]2[C:15]([C:2]3[C:3]([NH:4][C:5]([NH2:8])=[N:6][CH:7]=3)=[N:9]2)=[CH:14][CH:13]=1. (4) Given the reactants [Na:1].[F:2][C:3]([F:11])([S:7]([OH:10])(=[O:9])=[O:8])[C:4]([O-:6])=[O:5].[O:12]=[C:13]1[CH:20]2[CH2:21][C:16]3(O)[CH2:17][CH:18]([CH2:22][CH:14]1[CH2:15]3)[CH2:19]2.C(C1C=CC=CC=1)C.S(=O)(=O)(O)O, predict the reaction product. The product is: [Na:1].[F:2][C:3]([F:11])([S:7]([OH:10])(=[O:9])=[O:8])[C:4]([O:6][C:18]12[CH2:22][CH:14]3[CH2:15][CH:16]([CH2:21][CH:20]([C:13]3=[O:12])[CH2:19]1)[CH2:17]2)=[O:5].